Dataset: Catalyst prediction with 721,799 reactions and 888 catalyst types from USPTO. Task: Predict which catalyst facilitates the given reaction. (1) Reactant: [F:1][C:2]1[CH:9]=[CH:8][C:5]([CH:6]=[O:7])=[CH:4][C:3]=1[N+:10]([O-:12])=[O:11].[BH4-].[Na+]. Product: [F:1][C:2]1[CH:9]=[CH:8][C:5]([CH2:6][OH:7])=[CH:4][C:3]=1[N+:10]([O-:12])=[O:11]. The catalyst class is: 194. (2) Reactant: [N+](C1C=CC(O[C:9]([O:11][CH:12]2[CH2:17][CH2:16][N:15]([C:18]([O:20][C:21]([CH3:24])([CH3:23])[CH3:22])=[O:19])[CH2:14][CH2:13]2)=[O:10])=CC=1)([O-])=O.Cl.[CH3:28][N:29]1[CH2:34][CH2:33][N:32]([C:35]2[CH:40]=[C:39]([C:41]3[CH:50]=[C:49]4[C:44]([CH2:45][CH2:46][NH:47][CH2:48]4)=[CH:43][CH:42]=3)[N:38]=[C:37]([NH2:51])[N:36]=2)[CH2:31][CH2:30]1.C(N(CC)CC)C. Product: [NH2:51][C:37]1[N:38]=[C:39]([C:41]2[CH:50]=[C:49]3[C:44]([CH2:45][CH2:46][N:47]([C:9]([O:11][CH:12]4[CH2:13][CH2:14][N:15]([C:18]([O:20][C:21]([CH3:22])([CH3:23])[CH3:24])=[O:19])[CH2:16][CH2:17]4)=[O:10])[CH2:48]3)=[CH:43][CH:42]=2)[CH:40]=[C:35]([N:32]2[CH2:31][CH2:30][N:29]([CH3:28])[CH2:34][CH2:33]2)[N:36]=1. The catalyst class is: 47. (3) Reactant: [OH:1][C:2]12[C:13]3[C:8](=[C:9]([N+:14]([O-])=O)[CH:10]=[CH:11][CH:12]=3)[C:7](=[O:17])[C:6]1([NH:18][C:19](=[O:26])[C:20]1[CH:25]=[CH:24][CH:23]=[CH:22][CH:21]=1)[C:5]1[CH:27]=[CH:28][C:29]([CH:31]([CH3:33])[CH3:32])=[CH:30][C:4]=1[O:3]2. Product: [NH2:14][C:9]1[CH:10]=[CH:11][CH:12]=[C:13]2[C:8]=1[C:7](=[O:17])[C:6]1([NH:18][C:19](=[O:26])[C:20]3[CH:21]=[CH:22][CH:23]=[CH:24][CH:25]=3)[C:5]3[CH:27]=[CH:28][C:29]([CH:31]([CH3:32])[CH3:33])=[CH:30][C:4]=3[O:3][C:2]12[OH:1]. The catalyst class is: 190. (4) Reactant: CO[C:3]([C:5]1[N:6]=[C:7]([C:25]#[N:26])[C:8]2[C:13]([C:14]=1[OH:15])=[CH:12][CH:11]=[C:10]([O:16][C:17]1[CH:22]=[CH:21][CH:20]=[CH:19][C:18]=1[CH2:23][CH3:24])[CH:9]=2)=[O:4].[CH2:27]([O:29][C:30](=[O:36])[C:31]([CH3:35])([CH3:34])[CH2:32][NH2:33])[CH3:28]. Product: [CH2:27]([O:29][C:30](=[O:36])[C:31]([CH3:35])([CH3:34])[CH2:32][NH:33][C:3]([C:5]1[N:6]=[C:7]([C:25]#[N:26])[C:8]2[C:13]([C:14]=1[OH:15])=[CH:12][CH:11]=[C:10]([O:16][C:17]1[CH:22]=[CH:21][CH:20]=[CH:19][C:18]=1[CH2:23][CH3:24])[CH:9]=2)=[O:4])[CH3:28]. The catalyst class is: 8.